Dataset: Catalyst prediction with 721,799 reactions and 888 catalyst types from USPTO. Task: Predict which catalyst facilitates the given reaction. (1) Reactant: [C:1]1([C@@H:7]([C:11]2[CH:16]=[CH:15][C:14]([S:17]([CH3:20])(=[O:19])=[O:18])=[CH:13][CH:12]=2)[CH2:8][CH2:9][OH:10])[CH:6]=[CH:5][CH:4]=[CH:3][CH:2]=1.CC(OI1(OC(C)=O)(OC(C)=O)OC(=O)C2C=CC=CC1=2)=O. Product: [C:1]1([C@@H:7]([C:11]2[CH:12]=[CH:13][C:14]([S:17]([CH3:20])(=[O:19])=[O:18])=[CH:15][CH:16]=2)[CH2:8][CH:9]=[O:10])[CH:2]=[CH:3][CH:4]=[CH:5][CH:6]=1. The catalyst class is: 2. (2) Reactant: Cl.[CH3:2][N:3]([CH3:13])[CH2:4][CH2:5][C:6]([C:8]1[S:9][CH:10]=[CH:11][CH:12]=1)=[O:7].CO.O.[BH4-].[Na+]. Product: [CH3:13][N:3]([CH3:2])[CH2:4][CH2:5][CH:6]([C:8]1[S:9][CH:10]=[CH:11][CH:12]=1)[OH:7]. The catalyst class is: 74. (3) Reactant: [Cl:1][C:2]1[C:3]([O:12][C:13]2[CH:18]=[C:17]([O:19][CH2:20][CH2:21][CH2:22][S:23]([CH3:26])(=[O:25])=[O:24])[CH:16]=[CH:15][C:14]=2/[CH:27]=[CH:28]/[C:29](O)=[O:30])=[N:4][CH:5]=[C:6]([C:8]([F:11])([F:10])[F:9])[CH:7]=1.Cl.C(N=C=NCCCN(C)C)C.[CH2:44]([S:49]([NH2:52])(=[O:51])=[O:50])[CH2:45][CH2:46][CH2:47][CH3:48].Cl. Product: [Cl:1][C:2]1[C:3]([O:12][C:13]2[CH:18]=[C:17]([O:19][CH2:20][CH2:21][CH2:22][S:23]([CH3:26])(=[O:24])=[O:25])[CH:16]=[CH:15][C:14]=2/[CH:27]=[CH:28]/[C:29]([NH:52][S:49]([CH2:44][CH2:45][CH2:46][CH2:47][CH3:48])(=[O:51])=[O:50])=[O:30])=[N:4][CH:5]=[C:6]([C:8]([F:11])([F:9])[F:10])[CH:7]=1. The catalyst class is: 599. (4) Reactant: [ClH:1].[OH:2][C:3]1[CH:4]=[C:5]([CH:9]=[CH:10][C:11]=1[OH:12])[CH2:6][CH2:7][NH2:8].[C:13]([N:18]1[CH2:23][CH2:22][C:21](=O)[CH2:20][CH2:19]1)([O:15][CH2:16][CH3:17])=[O:14].C(N(CC)CC)C.Cl.C(O)C. Product: [ClH:1].[CH2:16]([O:15][C:13]([N:18]1[CH2:23][CH2:22][C:21]2([C:9]3[C:5](=[CH:4][C:3]([OH:2])=[C:11]([OH:12])[CH:10]=3)[CH2:6][CH2:7][NH:8]2)[CH2:20][CH2:19]1)=[O:14])[CH3:17]. The catalyst class is: 8.